This data is from Full USPTO retrosynthesis dataset with 1.9M reactions from patents (1976-2016). The task is: Predict the reactants needed to synthesize the given product. (1) Given the product [CH3:1][O:2][C:3]1[CH:4]=[C:5]2[C:10](=[CH:11][C:12]=1[O:13][CH3:14])[N:9]=[CH:8][CH:7]=[C:6]2[O:15][C:16]1[CH:22]=[CH:21][C:19]([NH:20][C:32]([NH:43][C:44]2[O:48][N:47]=[C:46]([CH3:49])[CH:45]=2)=[O:34])=[CH:18][C:17]=1[F:23], predict the reactants needed to synthesize it. The reactants are: [CH3:1][O:2][C:3]1[CH:4]=[C:5]2[C:10](=[CH:11][C:12]=1[O:13][CH3:14])[N:9]=[CH:8][CH:7]=[C:6]2[O:15][C:16]1[CH:22]=[CH:21][C:19]([NH2:20])=[CH:18][C:17]=1[F:23].C(N(CC)CC)C.Cl[C:32](Cl)([O:34]C(=O)OC(Cl)(Cl)Cl)Cl.[NH2:43][C:44]1[O:48][N:47]=[C:46]([CH3:49])[CH:45]=1. (2) Given the product [F:1][C:2]1[CH:9]=[C:8]([OH:10])[C:7]([I:11])=[CH:6][C:3]=1[C:4]#[N:5], predict the reactants needed to synthesize it. The reactants are: [F:1][C:2]1[CH:9]=[C:8]([OH:10])[CH:7]=[CH:6][C:3]=1[C:4]#[N:5].[I-:11].[Na+].CC1C=CC(S([N-]Cl)(=O)=O)=CC=1.O.O.O.[Na+]. (3) The reactants are: [Br:1][C:2]1[CH:14]=[N:13][C:12]2[C:11]3[C:10]([O:15][CH3:16])=[CH:9][C:8]([C:17]([O:19][CH3:20])=[O:18])=[CH:7][C:6]=3[NH:5][C:4]=2[CH:3]=1.CS(O[CH:26]([C:33]1[CH:38]=[CH:37][N:36]=[CH:35][C:34]=1[F:39])[CH:27]1[CH2:32][CH2:31][O:30][CH2:29][CH2:28]1)(=O)=O.C(O)(C(F)(F)F)=O. Given the product [Br:1][C:2]1[CH:14]=[N:13][C:12]2[C:11]3[C:10]([O:15][CH3:16])=[CH:9][C:8]([C:17]([O:19][CH3:20])=[O:18])=[CH:7][C:6]=3[N:5]([CH:26]([C:33]3[CH:38]=[CH:37][N:36]=[CH:35][C:34]=3[F:39])[CH:27]3[CH2:28][CH2:29][O:30][CH2:31][CH2:32]3)[C:4]=2[CH:3]=1, predict the reactants needed to synthesize it. (4) Given the product [Cl:11][C:12]1[CH:13]=[C:14]([C:15]([N:4]2[C:5]3[CH:10]=[CH:9][CH:8]=[CH:7][C:6]=3[O:1][CH2:2][CH2:3]2)=[O:16])[CH:18]=[C:19]([Cl:21])[CH:20]=1, predict the reactants needed to synthesize it. The reactants are: [O:1]1[C:6]2[CH:7]=[CH:8][CH:9]=[CH:10][C:5]=2[NH:4][CH2:3][CH2:2]1.[Cl:11][C:12]1[CH:13]=[C:14]([CH:18]=[C:19]([Cl:21])[CH:20]=1)[C:15](Cl)=[O:16]. (5) Given the product [C:39]([O:38][C:36]([NH:35][CH:4]([CH2:5][S:6][CH2:7][C:8]1[CH:9]=[CH:10][C:11]([C:14]2[CH:19]=[CH:18][CH:17]=[C:16]([CH2:20][N:21]3[C:30]4[C:25](=[CH:26][CH:27]=[C:28]([C:31]([F:33])([F:34])[F:32])[CH:29]=4)[CH2:24][CH2:23][CH2:22]3)[CH:15]=2)=[CH:12][CH:13]=1)[C:3]([OH:43])=[O:2])=[O:37])([CH3:42])([CH3:40])[CH3:41], predict the reactants needed to synthesize it. The reactants are: C[O:2][C:3](=[O:43])[CH:4]([NH:35][C:36]([O:38][C:39]([CH3:42])([CH3:41])[CH3:40])=[O:37])[CH2:5][S:6][CH2:7][C:8]1[CH:13]=[CH:12][C:11]([C:14]2[CH:19]=[CH:18][CH:17]=[C:16]([CH2:20][N:21]3[C:30]4[C:25](=[CH:26][CH:27]=[C:28]([C:31]([F:34])([F:33])[F:32])[CH:29]=4)[CH2:24][CH2:23][CH2:22]3)[CH:15]=2)=[CH:10][CH:9]=1.[OH-].[Na+].Cl. (6) Given the product [N+:1]([C:4]1[CH:5]=[C:6]([Cl:13])[C:7]2[S:11][CH:10]=[N:9][C:8]=2[CH:12]=1)([O-:3])=[O:2], predict the reactants needed to synthesize it. The reactants are: [N+:1]([C:4]1[C:5](N)=[C:6]([Cl:13])[C:7]2[S:11][CH:10]=[N:9][C:8]=2[CH:12]=1)([O-:3])=[O:2].N(OS(=O)(=O)O)=O.O[PH2]=O.CCOC(C)=O. (7) Given the product [CH3:1][O:2][C:3](=[O:31])[CH2:4][N:5]1[CH2:11][C:10]([CH2:12][N:32]=[N+:33]=[N-:34])=[CH:9][CH2:8][CH:7]([NH:17][C:18]([C:20]2[C:29]3[C:24](=[CH:25][CH:26]=[CH:27][CH:28]=3)[CH:23]=[CH:22][N:21]=2)=[O:19])[C:6]1=[O:30], predict the reactants needed to synthesize it. The reactants are: [CH3:1][O:2][C:3](=[O:31])[CH2:4][N:5]1[CH2:11][C:10]([CH2:12]S(C)(=O)=O)=[CH:9][CH2:8][CH:7]([NH:17][C:18]([C:20]2[C:29]3[C:24](=[CH:25][CH:26]=[CH:27][CH:28]=3)[CH:23]=[CH:22][N:21]=2)=[O:19])[C:6]1=[O:30].[N-:32]=[N+:33]=[N-:34].[Na+]. (8) Given the product [C:26]([C:19]1[C:20]2[C:21](=[CH:22][N+:23]([O-:39])=[CH:24][CH:25]=2)[N:17]([CH2:16][C:15]([N:10]2[C@H:9]([C:7](=[O:8])[NH:6][CH2:5][C:4]3[CH:30]=[CH:31][CH:32]=[C:2]([Cl:1])[C:3]=3[F:33])[CH2:14][C@@H:13]3[C@H:11]2[CH2:12]3)=[O:29])[N:18]=1)(=[O:27])[NH2:28], predict the reactants needed to synthesize it. The reactants are: [Cl:1][C:2]1[C:3]([F:33])=[C:4]([CH:30]=[CH:31][CH:32]=1)[CH2:5][NH:6][C:7]([C@@H:9]1[CH2:14][C@@H:13]2[C@@H:11]([CH2:12]2)[N:10]1[C:15](=[O:29])[CH2:16][N:17]1[C:21]2=[CH:22][N:23]=[CH:24][CH:25]=[C:20]2[C:19]([C:26]([NH2:28])=[O:27])=[N:18]1)=[O:8].ClC1C=C(C=CC=1)C(OO)=[O:39]. (9) Given the product [OH:1][CH:2]([C:6]1[CH:7]=[CH:8][C:9]([C:10]([NH:16][CH2:17][CH2:18][C:19]([O:21][CH2:22][CH3:23])=[O:20])=[O:12])=[CH:13][CH:14]=1)[CH2:3][CH2:4][CH3:5], predict the reactants needed to synthesize it. The reactants are: [OH:1][CH:2]([C:6]1[CH:14]=[CH:13][C:9]([C:10]([OH:12])=O)=[CH:8][CH:7]=1)[CH2:3][CH2:4][CH3:5].Cl.[NH2:16][CH2:17][CH2:18][C:19]([O:21][CH2:22][CH3:23])=[O:20].F[P-](F)(F)(F)(F)F.N1(OC(N(C)C)=[N+](C)C)C2N=CC=CC=2N=N1.C(N(C(C)C)CC)(C)C. (10) Given the product [C:14]([O:23][CH:14]1[C@:13]([O:24][C:18](=[O:19])[CH3:17])([CH2:12][O:11][CH2:10][CH2:9][O:8][CH2:1][C:2]2[CH:7]=[CH:6][CH:5]=[CH:4][CH:3]=2)[C@@H:18]([O:19][C:10](=[O:11])[CH3:9])[C@H:17]([O:20][C:1](=[O:8])[CH3:2])[C@@H:16]([CH2:21][O:22][C:29](=[O:30])[CH3:31])[O:15]1)(=[O:15])[CH3:13], predict the reactants needed to synthesize it. The reactants are: [CH2:1]([O:8][CH2:9][CH2:10][O:11][CH2:12][C@:13]1([OH:24])[C@@H:18]([OH:19])[C@H:17]([OH:20])[C@@H:16]([CH2:21][OH:22])[O:15][CH:14]1[OH:23])[C:2]1[CH:7]=[CH:6][CH:5]=[CH:4][CH:3]=1.CC(O[C:29]([CH3:31])=[O:30])=O.